Dataset: NCI-60 drug combinations with 297,098 pairs across 59 cell lines. Task: Regression. Given two drug SMILES strings and cell line genomic features, predict the synergy score measuring deviation from expected non-interaction effect. (1) Drug 2: CC1=C(N=C(N=C1N)C(CC(=O)N)NCC(C(=O)N)N)C(=O)NC(C(C2=CN=CN2)OC3C(C(C(C(O3)CO)O)O)OC4C(C(C(C(O4)CO)O)OC(=O)N)O)C(=O)NC(C)C(C(C)C(=O)NC(C(C)O)C(=O)NCCC5=NC(=CS5)C6=NC(=CS6)C(=O)NCCC[S+](C)C)O. Cell line: OVCAR-5. Drug 1: C1=C(C(=O)NC(=O)N1)N(CCCl)CCCl. Synergy scores: CSS=12.2, Synergy_ZIP=-5.77, Synergy_Bliss=2.41, Synergy_Loewe=0.401, Synergy_HSA=3.11. (2) Drug 1: CNC(=O)C1=NC=CC(=C1)OC2=CC=C(C=C2)NC(=O)NC3=CC(=C(C=C3)Cl)C(F)(F)F. Drug 2: COC1=C2C(=CC3=C1OC=C3)C=CC(=O)O2. Cell line: SNB-75. Synergy scores: CSS=0.679, Synergy_ZIP=0.467, Synergy_Bliss=1.13, Synergy_Loewe=-0.525, Synergy_HSA=-0.573.